Dataset: TCR-epitope binding with 47,182 pairs between 192 epitopes and 23,139 TCRs. Task: Binary Classification. Given a T-cell receptor sequence (or CDR3 region) and an epitope sequence, predict whether binding occurs between them. (1) The TCR CDR3 sequence is CASSHERDRVREQYF. The epitope is KMKDLSPRW. Result: 0 (the TCR does not bind to the epitope). (2) The epitope is FRYMNSQGL. The TCR CDR3 sequence is CASSSRQGNLIDEQFF. Result: 0 (the TCR does not bind to the epitope). (3) The epitope is QARQMVQAMRTIGTHP. The TCR CDR3 sequence is CASSLRGAGTEAFF. Result: 1 (the TCR binds to the epitope). (4) The TCR CDR3 sequence is CASSSSDSDNEQFF. Result: 1 (the TCR binds to the epitope). The epitope is KPLEFGATSAAL. (5) The epitope is NEGVKAAW. The TCR CDR3 sequence is CASSRRPGQQNSYEQYF. Result: 1 (the TCR binds to the epitope). (6) The epitope is KLNVGDYFV. The TCR CDR3 sequence is CAYDRGTYNEQFF. Result: 1 (the TCR binds to the epitope). (7) The TCR CDR3 sequence is CASSDFRYQPQHF. The epitope is SSTFNVPMEKLK. Result: 0 (the TCR does not bind to the epitope). (8) Result: 0 (the TCR does not bind to the epitope). The epitope is NLNESLIDL. The TCR CDR3 sequence is CASSLTDTQYF.